This data is from Reaction yield outcomes from USPTO patents with 853,638 reactions. The task is: Predict the reaction yield, written as a fraction of the theoretical maximum amount of product (1.0 means a 100% yield; for example, 0.34 means a 34% yield). (1) The reactants are [Cl:1][C:2]1[C:3]([N:8]2[C:12](O)([C:13]([O:15][CH2:16][CH3:17])=[O:14])[CH2:11][C:10]([C:19]([F:22])([F:21])[F:20])=[N:9]2)=[N:4][CH:5]=[CH:6][CH:7]=1. The catalyst is S(=O)(=O)(O)O.C(O)(=O)C. The product is [Cl:1][C:2]1[C:3]([N:8]2[C:12]([C:13]([O:15][CH2:16][CH3:17])=[O:14])=[CH:11][C:10]([C:19]([F:22])([F:20])[F:21])=[N:9]2)=[N:4][CH:5]=[CH:6][CH:7]=1. The yield is 0.770. (2) The reactants are [CH3:1][O:2][C:3]1[C:12]([C:13]([O:15]CC)=[O:14])=[C:11]([O:18][CH3:19])[C:10]2[C:5](=[CH:6][CH:7]=[CH:8][CH:9]=2)[N:4]=1.Cl. The catalyst is [OH-].[Na+]. The product is [CH3:1][O:2][C:3]1[C:12]([C:13]([OH:15])=[O:14])=[C:11]([O:18][CH3:19])[C:10]2[C:5](=[CH:6][CH:7]=[CH:8][CH:9]=2)[N:4]=1. The yield is 0.500. (3) The reactants are [NH2:1][C:2]1[N:10]=[C:9]([O:11][CH2:12][CH2:13][O:14][CH3:15])[N:8]=[C:7]2[C:3]=1[N:4]=[C:5](Br)[N:6]2[CH2:16][C:17]1[CH:18]=[C:19]([CH2:23][OH:24])[CH:20]=[CH:21][CH:22]=1.[CH3:26][O-:27].[Na+]. The catalyst is CO. The product is [NH2:1][C:2]1[N:10]=[C:9]([O:11][CH2:12][CH2:13][O:14][CH3:15])[N:8]=[C:7]2[C:3]=1[N:4]=[C:5]([O:27][CH3:26])[N:6]2[CH2:16][C:17]1[CH:18]=[C:19]([CH2:23][OH:24])[CH:20]=[CH:21][CH:22]=1. The yield is 0.760. (4) The yield is 0.830. The reactants are [N:1]1([CH2:7][CH2:8][OH:9])[CH2:6][CH2:5][CH2:4][CH2:3][CH2:2]1.Cl[C:11]1[N:16]=[CH:15][C:14](/[C:17](/[C:27]2[CH:32]=[CH:31][C:30]([OH:33])=[CH:29][CH:28]=2)=[C:18](\[C:21]2[CH:26]=[CH:25][CH:24]=[CH:23][CH:22]=2)/[CH2:19][CH3:20])=[CH:13][CH:12]=1. The product is [C:21]1(/[C:18](/[CH2:19][CH3:20])=[C:17](/[C:27]2[CH:32]=[CH:31][C:30]([OH:33])=[CH:29][CH:28]=2)\[C:14]2[CH:15]=[N:16][C:11]([O:9][CH2:8][CH2:7][N:1]3[CH2:6][CH2:5][CH2:4][CH2:3][CH2:2]3)=[CH:12][CH:13]=2)[CH:22]=[CH:23][CH:24]=[CH:25][CH:26]=1. No catalyst specified. (5) The reactants are P(Cl)(Cl)(Cl)=O.[N:6]1[CH:11]=[CH:10][CH:9]=[CH:8][C:7]=1[CH2:12][NH:13][C:14]([C:16]1[CH:21]=[CH:20][N:19]=[CH:18][CH:17]=1)=O. The catalyst is C1(C)C=CC=CC=1. The product is [N:19]1[CH:20]=[CH:21][C:16]([C:14]2[N:6]3[CH:11]=[CH:10][CH:9]=[CH:8][C:7]3=[CH:12][N:13]=2)=[CH:17][CH:18]=1. The yield is 0.810.